This data is from Catalyst prediction with 721,799 reactions and 888 catalyst types from USPTO. The task is: Predict which catalyst facilitates the given reaction. (1) Reactant: [N+:1]([C:4]1[CH:5]=[CH:6][C:7]([NH:10][C:11]([CH:13]2[CH2:18][CH2:17][CH2:16][CH2:15][CH2:14]2)=[O:12])=[N:8][CH:9]=1)([O-])=O. Product: [NH2:1][C:4]1[CH:5]=[CH:6][C:7]([NH:10][C:11]([CH:13]2[CH2:14][CH2:15][CH2:16][CH2:17][CH2:18]2)=[O:12])=[N:8][CH:9]=1. The catalyst class is: 43. (2) Reactant: Br[C:2]1[CH:3]=[C:4]([N:22]([CH2:29][CH3:30])[CH:23]2[CH2:28][CH2:27][O:26][CH2:25][CH2:24]2)[C:5]([CH3:21])=[C:6]([CH:20]=1)[C:7]([NH:9][CH2:10][C:11]1[C:12](=[O:19])[NH:13][C:14]([CH3:18])=[CH:15][C:16]=1[CH3:17])=[O:8].[O:31]1[CH2:36][CH2:35][N:34]([C:37]([C:39]2[CH:44]=[CH:43][C:42](B3OC(C)(C)C(C)(C)O3)=[CH:41][CH:40]=2)=[O:38])[CH2:33][CH2:32]1.C([O-])([O-])=O.[Na+].[Na+]. Product: [CH3:17][C:16]1[CH:15]=[C:14]([CH3:18])[NH:13][C:12](=[O:19])[C:11]=1[CH2:10][NH:9][C:7]([C:6]1[CH:20]=[C:2]([C:42]2[CH:41]=[CH:40][C:39]([C:37]([N:34]3[CH2:35][CH2:36][O:31][CH2:32][CH2:33]3)=[O:38])=[CH:44][CH:43]=2)[CH:3]=[C:4]([N:22]([CH2:29][CH3:30])[CH:23]2[CH2:28][CH2:27][O:26][CH2:25][CH2:24]2)[C:5]=1[CH3:21])=[O:8]. The catalyst class is: 70. (3) Reactant: [CH2:1]([O:3][C:4]([C:6]1[CH:7]=[C:8]2[N:13]([CH:14]=1)[CH:12]=[C:11]([CH2:15][OH:16])[CH:10]=[CH:9]2)=[O:5])[CH3:2].[Br:17]Br. Product: [CH2:1]([O:3][C:4]([C:6]1[C:7]([Br:17])=[C:8]2[N:13]([CH:14]=1)[CH:12]=[C:11]([CH2:15][OH:16])[CH:10]=[CH:9]2)=[O:5])[CH3:2]. The catalyst class is: 91. (4) Reactant: CN(C(ON1N=NC2C=CC=NC1=2)=[N+](C)C)C.F[P-](F)(F)(F)(F)F.CCN(C(C)C)C(C)C.[CH3:34][O:35][C:36]1[CH:41]=[CH:40][CH:39]=[CH:38][C:37]=1[CH2:42][C:43]([OH:45])=O.[F:46][C:47]([F:68])([F:67])[C:48]1[CH:49]=[C:50]([S:54]([CH2:57][CH2:58][S:59][C:60]2[C:65]([NH2:66])=[CH:64][CH:63]=[CH:62][N:61]=2)(=[O:56])=[O:55])[CH:51]=[CH:52][CH:53]=1. Product: [CH3:34][O:35][C:36]1[CH:41]=[CH:40][CH:39]=[CH:38][C:37]=1[CH2:42][C:43]([NH:66][C:65]1[C:60]([S:59][CH2:58][CH2:57][S:54]([C:50]2[CH:51]=[CH:52][CH:53]=[C:48]([C:47]([F:67])([F:68])[F:46])[CH:49]=2)(=[O:56])=[O:55])=[N:61][CH:62]=[CH:63][CH:64]=1)=[O:45]. The catalyst class is: 635. (5) The catalyst class is: 16. Product: [CH2:13]([O:15][C:16](=[O:28])[CH2:17][C:18]1[C:23]([C:24]#[N:25])=[CH:22][CH:21]=[C:20]([NH:4][CH2:3][C:2]([F:1])([F:12])[C:5]2[CH:10]=[CH:9][C:8]([CH3:11])=[CH:7][N:6]=2)[C:19]=1[F:27])[CH3:14]. Reactant: [F:1][C:2]([F:12])([C:5]1[CH:10]=[CH:9][C:8]([CH3:11])=[CH:7][N:6]=1)[CH2:3][NH2:4].[CH2:13]([O:15][C:16](=[O:28])[CH2:17][C:18]1[C:23]([C:24]#[N:25])=[CH:22][CH:21]=[C:20](F)[C:19]=1[F:27])[CH3:14]. (6) Reactant: [H-].[Na+].[OH:3][C:4]1[CH:9]=[C:8]([CH3:10])[CH:7]=[CH:6][C:5]=1[C:11](=[O:13])[CH3:12].[C:14](=O)(OCC)[O:15]CC.Cl. Product: [OH:13][C:11]1[C:5]2[C:4](=[CH:9][C:8]([CH3:10])=[CH:7][CH:6]=2)[O:3][C:14](=[O:15])[CH:12]=1. The catalyst class is: 11.